From a dataset of Catalyst prediction with 721,799 reactions and 888 catalyst types from USPTO. Predict which catalyst facilitates the given reaction. Reactant: COC([CH:5]1[CH:10]([C:11]2[CH:16]=[CH:15][CH:14]=[CH:13][N:12]=2)[CH2:9][C:8](=[O:17])[CH:7]([C:18]2[C:23]([CH3:24])=[CH:22][C:21]([Br:25])=[CH:20][C:19]=2[CH3:26])[C:6]1=[O:27])=O.Cl. Product: [Br:25][C:21]1[CH:20]=[C:19]([CH3:26])[C:18]([CH:7]2[C:6](=[O:27])[CH2:5][CH:10]([C:11]3[CH:16]=[CH:15][CH:14]=[CH:13][N:12]=3)[CH2:9][C:8]2=[O:17])=[C:23]([CH3:24])[CH:22]=1. The catalyst class is: 65.